Dataset: Full USPTO retrosynthesis dataset with 1.9M reactions from patents (1976-2016). Task: Predict the reactants needed to synthesize the given product. (1) Given the product [B:8]1([OH:11])[C:7]2[CH:12]=[C:3]([OH:2])[CH:4]=[CH:5][C:6]=2[CH2:10][O:9]1, predict the reactants needed to synthesize it. The reactants are: C[O:2][C:3]1[CH:4]=[CH:5][C:6]2[CH2:10][O:9][B:8]([OH:11])[C:7]=2[CH:12]=1.B(Br)(Br)Br. (2) Given the product [CH3:2][CH:3]1[C:4](=[O:8])[CH2:5][N:6]([C:16]([O:18][C:19]([CH3:22])([CH3:21])[CH3:20])=[O:17])[CH2:7]1, predict the reactants needed to synthesize it. The reactants are: Cl.[CH3:2][CH:3]1[CH2:7][NH:6][CH2:5][CH:4]1[OH:8].C(N(CC)CC)C.[C:16](O[C:16]([O:18][C:19]([CH3:22])([CH3:21])[CH3:20])=[O:17])([O:18][C:19]([CH3:22])([CH3:21])[CH3:20])=[O:17].CC(OI1(OC(C)=O)(OC(C)=O)OC(=O)C2C=CC=CC1=2)=O. (3) Given the product [C:15]([CH2:16][CH2:17][CH2:18][CH2:19][C:21]([OH:23])=[O:22])(=[O:1])[C:9]1[CH:14]=[CH:13][CH:12]=[CH:11][CH:10]=1, predict the reactants needed to synthesize it. The reactants are: [OH:1]N1C(=O)CCC1=O.[CH:9]1([C:15]2C=[CH:19][CH:18]=[CH:17][CH:16]=2)[CH2:14][CH2:13][CH2:12][CH2:11][CH2:10]1.[C:21](=[O:23])=[O:22].O=O. (4) The reactants are: [CH3:1][O:2][C:3]1[CH:4]=[C:5]([CH:19]=[CH:20][C:21]=1[O:22][CH3:23])[CH2:6][CH:7]1[C:16]2[C:11](=[CH:12][C:13]([O:17][CH3:18])=[CH:14][CH:15]=2)[CH2:10][CH2:9][NH:8]1.Br[CH2:25][C:26](Br)=[O:27].[CH3:29][O:30][C:31]1[CH:38]=[CH:37][C:34]([CH2:35][NH2:36])=[CH:33][CH:32]=1. Given the product [CH3:1][O:2][C:3]1[CH:4]=[C:5]([CH:19]=[CH:20][C:21]=1[O:22][CH3:23])[CH2:6][CH:7]1[C:16]2[C:11](=[CH:12][C:13]([O:17][CH3:18])=[CH:14][CH:15]=2)[CH2:10][CH2:9][N:8]1[CH2:25][C:26]([NH:36][CH2:35][C:34]1[CH:37]=[CH:38][C:31]([O:30][CH3:29])=[CH:32][CH:33]=1)=[O:27], predict the reactants needed to synthesize it.